From a dataset of Full USPTO retrosynthesis dataset with 1.9M reactions from patents (1976-2016). Predict the reactants needed to synthesize the given product. (1) Given the product [Si:9]([O:8][CH2:7][CH2:6][C@H:2]([NH:1][C:26]([O:28][CH2:29][CH:30]1[C:31]2[CH:32]=[CH:33][CH:34]=[CH:35][C:36]=2[C:37]2[C:42]1=[CH:41][CH:40]=[CH:39][CH:38]=2)=[O:27])[C:3]([OH:5])=[O:4])([C:22]([CH3:25])([CH3:24])[CH3:23])([C:16]1[CH:21]=[CH:20][CH:19]=[CH:18][CH:17]=1)[C:10]1[CH:11]=[CH:12][CH:13]=[CH:14][CH:15]=1, predict the reactants needed to synthesize it. The reactants are: [NH2:1][C@@H:2]([CH2:6][CH2:7][O:8][Si:9]([C:22]([CH3:25])([CH3:24])[CH3:23])([C:16]1[CH:21]=[CH:20][CH:19]=[CH:18][CH:17]=1)[C:10]1[CH:15]=[CH:14][CH:13]=[CH:12][CH:11]=1)[C:3]([OH:5])=[O:4].[C:26](ON1C(=O)CCC1=O)([O:28][CH2:29][CH:30]1[C:42]2[C:37](=[CH:38][CH:39]=[CH:40][CH:41]=2)[C:36]2[C:31]1=[CH:32][CH:33]=[CH:34][CH:35]=2)=[O:27].Cl. (2) Given the product [Br:3][C:4]1[CH:5]=[C:6]2[C:11](=[CH:12][CH:13]=1)[N:10]=[C:9]([O:14][CH3:15])[C:8]([CH:16]([C:17]1[CH:22]=[CH:21][CH:20]=[CH:19][CH:18]=1)[N:24]1[CH:28]=[CH:27][CH:26]=[N:25]1)=[CH:7]2, predict the reactants needed to synthesize it. The reactants are: [OH-].[Na+].[Br:3][C:4]1[CH:5]=[C:6]2[C:11](=[CH:12][CH:13]=1)[N:10]=[C:9]([O:14][CH3:15])[C:8]([CH:16](Br)[C:17]1[CH:22]=[CH:21][CH:20]=[CH:19][CH:18]=1)=[CH:7]2.[NH:24]1[CH:28]=[CH:27][CH:26]=[N:25]1. (3) Given the product [CH2:1]([N:8]1[CH2:13][CH2:12][CH:11]([NH:19][C:15]([CH3:18])([CH3:17])[CH3:16])[CH2:10][CH2:9]1)[C:2]1[CH:7]=[CH:6][CH:5]=[CH:4][CH:3]=1, predict the reactants needed to synthesize it. The reactants are: [CH2:1]([N:8]1[CH2:13][CH2:12][C:11](=O)[CH2:10][CH2:9]1)[C:2]1[CH:7]=[CH:6][CH:5]=[CH:4][CH:3]=1.[C:15]([NH2:19])([CH3:18])([CH3:17])[CH3:16]. (4) Given the product [ClH:14].[CH2:1]([NH2:13])[CH2:2][CH2:3][CH2:4][CH2:5][CH2:6][CH2:7][CH2:8][CH2:9][CH2:10][CH2:11][CH3:12], predict the reactants needed to synthesize it. The reactants are: [CH2:1]([NH2:13])[CH2:2][CH2:3][CH2:4][CH2:5][CH2:6][CH2:7][CH2:8][CH2:9][CH2:10][CH2:11][CH3:12].[ClH:14]. (5) Given the product [Cl:1][C:2]1[CH:7]=[CH:6][C:5]([N:8]([CH2:22][C:23]2[NH:46][N:45]=[N:44][N:24]=2)[S:9]([C:12]2[CH:17]=[CH:16][C:15]([O:18][CH3:19])=[C:14]([O:20][CH3:21])[CH:13]=2)(=[O:11])=[O:10])=[C:4]([C:25](=[O:33])[C:26]2[CH:31]=[CH:30][CH:29]=[CH:28][C:27]=2[Cl:32])[CH:3]=1, predict the reactants needed to synthesize it. The reactants are: [Cl:1][C:2]1[CH:7]=[CH:6][C:5]([N:8]([CH2:22][C:23]#[N:24])[S:9]([C:12]2[CH:17]=[CH:16][C:15]([O:18][CH3:19])=[C:14]([O:20][CH3:21])[CH:13]=2)(=[O:11])=[O:10])=[C:4]([C:25](=[O:33])[C:26]2[CH:31]=[CH:30][CH:29]=[CH:28][C:27]=2[Cl:32])[CH:3]=1.C([Sn](=O)CCCC)CCC.[N:44]([Si](C)(C)C)=[N+:45]=[N-:46].